From a dataset of Reaction yield outcomes from USPTO patents with 853,638 reactions. Predict the reaction yield, written as a fraction of the theoretical maximum amount of product (1.0 means a 100% yield; for example, 0.34 means a 34% yield). (1) The reactants are [F:1][C:2]1[CH:15]=[CH:14][C:5]([O:6][CH2:7][C:8]([O:10]C(C)C)=[O:9])=[C:4]([CH3:16])[C:3]=1[NH:17][CH2:18][C:19]1[CH:24]=[C:23]([C:25]2[CH:30]=[CH:29][CH:28]=[C:27]([F:31])[CH:26]=2)[CH:22]=[C:21]([CH3:32])[C:20]=1[F:33].[OH-].[Na+]. The catalyst is C1COCC1. The product is [F:1][C:2]1[CH:15]=[CH:14][C:5]([O:6][CH2:7][C:8]([OH:10])=[O:9])=[C:4]([CH3:16])[C:3]=1[NH:17][CH2:18][C:19]1[CH:24]=[C:23]([C:25]2[CH:30]=[CH:29][CH:28]=[C:27]([F:31])[CH:26]=2)[CH:22]=[C:21]([CH3:32])[C:20]=1[F:33]. The yield is 0.740. (2) The reactants are [F:1][C:2]([C:11]1[CH:17]=[CH:16][C:14]([NH2:15])=[C:13]([C:18]([F:21])([F:20])[F:19])[CH:12]=1)([C:7]([F:10])([F:9])[F:8])[C:3]([F:6])([F:5])[F:4].CN(C=O)C.[Br:27]N1C(=O)CCC1=O. The catalyst is O. The product is [Br:27][C:16]1[CH:17]=[C:11]([C:2]([F:1])([C:3]([F:6])([F:5])[F:4])[C:7]([F:10])([F:9])[F:8])[CH:12]=[C:13]([C:18]([F:19])([F:20])[F:21])[C:14]=1[NH2:15]. The yield is 0.800. (3) The reactants are [C:1]1(=[O:7])[NH:5][C:4](=[O:6])[CH2:3][CH2:2]1.B([O-])=O.[Na+].[OH-].[K+].[CH2:14](O)[CH3:15]. The catalyst is Cl. The product is [CH2:14]([O:6][CH:4]1[NH:5][C:1](=[O:7])[CH2:2][CH2:3]1)[CH3:15]. The yield is 0.550. (4) The reactants are [N+:1]([C:4]1[CH:5]=[C:6](O)[CH:7]=[CH:8][CH:9]=1)([O-:3])=[O:2].C([O-])([O-])=[O:12].[K+].[K+].Br[CH2:18][C:19]([O:21][CH2:22][CH3:23])=[O:20]. The catalyst is CC(C)=O. The product is [N+:1]([C:4]1[CH:5]=[CH:6][C:7]([O:12][CH2:18][C:19]([O:21][CH2:22][CH3:23])=[O:20])=[CH:8][CH:9]=1)([O-:3])=[O:2]. The yield is 0.920. (5) The catalyst is CO. The product is [F:8][C:4]1[CH:5]=[CH:6][CH:7]=[C:2]([F:1])[C:3]=1[C:9]1[O:10][C:11]([C:17]2[CH:18]=[CH:19][C:20]([O:23][CH2:24][CH:25]([OH:26])[CH2:27][N:28]3[CH2:33][CH2:32][CH2:31][CH2:30][CH2:29]3)=[CH:21][CH:22]=2)=[C:12]([C:14]([NH2:16])=[O:15])[N:13]=1. The yield is 0.120. The reactants are [F:1][C:2]1[CH:7]=[CH:6][CH:5]=[C:4]([F:8])[C:3]=1[C:9]1[O:10][C:11]([C:17]2[CH:22]=[CH:21][C:20]([O:23][CH2:24][CH:25]3[CH2:27][O:26]3)=[CH:19][CH:18]=2)=[C:12]([C:14]([NH2:16])=[O:15])[N:13]=1.[NH:28]1[CH2:33][CH2:32][CH2:31][CH2:30][CH2:29]1. (6) The reactants are [CH:1]([C:4]1[CH:10]=[CH:9][C:8]([CH3:11])=[CH:7][C:5]=1[NH2:6])([CH3:3])[CH3:2].C(=O)(O)[O-].[Na+].[Cl:17][CH2:18][C:19](Cl)=[O:20]. No catalyst specified. The product is [Cl:17][CH2:18][C:19]([NH:6][C:5]1[CH:7]=[C:8]([CH3:11])[CH:9]=[CH:10][C:4]=1[CH:1]([CH3:3])[CH3:2])=[O:20]. The yield is 0.660. (7) The reactants are [CH3:1][O:2][C:3]1[S:7][C:6]2=[N:8][C:9]([C:11]3[O:12][C:13]4[CH:19]=[C:18]([O:20][CH3:21])[CH:17]=[C:16]([O:22][CH2:23][C:24]#[CH:25])[C:14]=4[CH:15]=3)=[CH:10][N:5]2[N:4]=1.[N:26]([C:29]1[CH:34]=[CH:33][CH:32]=[CH:31][CH:30]=1)=[N+:27]=[N-:28].CN(C=O)C.O[C@H]([C@@H]1C([O-])=C(O)C(=O)O1)CO.[Na+]. The catalyst is ClCCl.O.O.O.O.O.S([O-])([O-])(=O)=O.[Cu+2]. The product is [CH3:1][O:2][C:3]1[S:7][C:6]2=[N:8][C:9]([C:11]3[O:12][C:13]4[CH:19]=[C:18]([O:20][CH3:21])[CH:17]=[C:16]([O:22][CH2:23][C:24]5[N:28]=[N:27][N:26]([C:29]6[CH:34]=[CH:33][CH:32]=[CH:31][CH:30]=6)[CH:25]=5)[C:14]=4[CH:15]=3)=[CH:10][N:5]2[N:4]=1. The yield is 0.490. (8) The reactants are [CH3:1][N:2]1[CH:6]=[C:5]([NH:7][C:8]2[N:9]=[C:10]([NH:25][C@H:26]3[CH2:29][C@H:28]([NH:30]C(=O)OC(C)(C)C)[CH2:27]3)[C:11]3[CH:16]=[CH:15][N:14]([CH2:17][O:18][CH2:19][CH2:20][Si:21]([CH3:24])([CH3:23])[CH3:22])[C:12]=3[N:13]=2)[CH:4]=[N:3]1.Cl.O1CCOCC1. The catalyst is C(Cl)Cl. The product is [NH2:30][C@H:28]1[CH2:27][C@H:26]([NH:25][C:10]2[C:11]3[CH:16]=[CH:15][N:14]([CH2:17][O:18][CH2:19][CH2:20][Si:21]([CH3:24])([CH3:23])[CH3:22])[C:12]=3[N:13]=[C:8]([NH:7][C:5]3[CH:4]=[N:3][N:2]([CH3:1])[CH:6]=3)[N:9]=2)[CH2:29]1. The yield is 0.930.